Dataset: Full USPTO retrosynthesis dataset with 1.9M reactions from patents (1976-2016). Task: Predict the reactants needed to synthesize the given product. Given the product [CH3:19][O:18][C:10]1[C:9]([N:8]([C:6]([O:5][C:1]([CH3:3])([CH3:2])[CH3:4])=[O:7])[C:20]([O:22][C:23]([CH3:26])([CH3:25])[CH3:24])=[O:21])=[CH:17][C:13]([C:14](=[O:16])[N:44]([O:43][CH3:39])[CH3:45])=[CH:12][N:11]=1, predict the reactants needed to synthesize it. The reactants are: [C:1]([O:5][C:6]([N:8]([C:20]([O:22][C:23]([CH3:26])([CH3:25])[CH3:24])=[O:21])[C:9]1[C:10]([O:18][CH3:19])=[N:11][CH:12]=[C:13]([CH:17]=1)[C:14]([OH:16])=O)=[O:7])([CH3:4])([CH3:3])[CH3:2].CCN(C(C)C)C(C)C.CN([C:39]([O:43][N:44]1N=NC2C=CC=N[C:45]1=2)=[N+](C)C)C.F[P-](F)(F)(F)(F)F.Cl.CONC.